Dataset: Forward reaction prediction with 1.9M reactions from USPTO patents (1976-2016). Task: Predict the product of the given reaction. (1) Given the reactants [Cl:1][C:2]1[CH:10]=[C:9]2[C:5]([C:6]([C:11]([O:13][CH3:14])=[O:12])=[CH:7][NH:8]2)=[CH:4][C:3]=1B1OCC(C)(C)CO1.Br[C:24]1[CH:29]=[CH:28][C:27]([CH3:30])=[CH:26][CH:25]=1.C(=O)([O-])[O-].[K+].[K+].C(OCC)(=O)C, predict the reaction product. The product is: [Cl:1][C:2]1[CH:10]=[C:9]2[C:5]([C:6]([C:11]([O:13][CH3:14])=[O:12])=[CH:7][NH:8]2)=[CH:4][C:3]=1[C:24]1[CH:29]=[CH:28][C:27]([CH3:30])=[CH:26][CH:25]=1. (2) Given the reactants [NH2:1][C:2]1[CH:9]=[C:8](F)[C:5]([C:6]#[N:7])=[CH:4][N:3]=1.[O:11]1[CH2:15][CH2:14][C@H:13]([OH:16])[CH2:12]1, predict the reaction product. The product is: [NH2:1][C:2]1[CH:9]=[C:8]([O:16][C@H:13]2[CH2:14][CH2:15][O:11][CH2:12]2)[C:5]([C:6]#[N:7])=[CH:4][N:3]=1. (3) Given the reactants C([O:3][C:4]([C:6]1[CH:11]=[N:10][N:9]2[C:12]([C:30]([N:32]3[CH2:37][CH2:36][N:35]([C:38]([O:40][C:41]([CH3:44])([CH3:43])[CH3:42])=[O:39])[CH2:34][CH2:33]3)=[O:31])=[C:13]([CH2:21][C:22]3[CH:27]=[CH:26][CH:25]=[C:24]([F:28])[C:23]=3[CH3:29])[C:14]([C:15]3[CH:20]=[CH:19][CH:18]=[CH:17][CH:16]=3)=[C:8]2[CH:7]=1)=[O:5])C.[OH-].[Li+], predict the reaction product. The product is: [C:41]([O:40][C:38]([N:35]1[CH2:34][CH2:33][N:32]([C:30]([C:12]2[N:9]3[N:10]=[CH:11][C:6]([C:4]([OH:5])=[O:3])=[CH:7][C:8]3=[C:14]([C:15]3[CH:16]=[CH:17][CH:18]=[CH:19][CH:20]=3)[C:13]=2[CH2:21][C:22]2[CH:27]=[CH:26][CH:25]=[C:24]([F:28])[C:23]=2[CH3:29])=[O:31])[CH2:37][CH2:36]1)=[O:39])([CH3:44])([CH3:43])[CH3:42]. (4) Given the reactants C(N(C(C)C)CC)(C)C.[NH2:10][C:11]1[CH:26]=[CH:25][C:24]([Cl:27])=[CH:23][C:12]=1[C:13]([NH:15][CH2:16][CH:17]1[CH2:22][CH2:21][CH2:20][CH2:19][CH2:18]1)=[O:14].[CH3:28][C:29]1[C:37]([Cl:38])=[CH:36][CH:35]=[CH:34][C:30]=1[C:31](O)=[O:32].CN(C(ON1N=NC2C=CC=NC1=2)=[N+](C)C)C.F[P-](F)(F)(F)(F)F, predict the reaction product. The product is: [Cl:38][C:37]1[C:29]([CH3:28])=[C:30]([CH:34]=[CH:35][CH:36]=1)[C:31]([NH:10][C:11]1[CH:26]=[CH:25][C:24]([Cl:27])=[CH:23][C:12]=1[C:13]([NH:15][CH2:16][CH:17]1[CH2:22][CH2:21][CH2:20][CH2:19][CH2:18]1)=[O:14])=[O:32].